From a dataset of Peptide-MHC class I binding affinity with 185,985 pairs from IEDB/IMGT. Regression. Given a peptide amino acid sequence and an MHC pseudo amino acid sequence, predict their binding affinity value. This is MHC class I binding data. (1) The peptide sequence is RHIAIQVCY. The MHC is HLA-A30:01 with pseudo-sequence HLA-A30:01. The binding affinity (normalized) is 0.0847. (2) The peptide sequence is DLGPAFTEL. The MHC is HLA-A03:01 with pseudo-sequence HLA-A03:01. The binding affinity (normalized) is 0.0847. (3) The binding affinity (normalized) is 0. The peptide sequence is KRWIIMGLNK. The MHC is HLA-B40:01 with pseudo-sequence HLA-B40:01. (4) The peptide sequence is VWAPLILAYFPVF. The MHC is HLA-B27:05 with pseudo-sequence HLA-B27:05. The binding affinity (normalized) is 0.